Dataset: Reaction yield outcomes from USPTO patents with 853,638 reactions. Task: Predict the reaction yield, written as a fraction of the theoretical maximum amount of product (1.0 means a 100% yield; for example, 0.34 means a 34% yield). (1) The reactants are [CH2:1]([C@:4]1([C:20]2[CH:25]=[CH:24][CH:23]=[CH:22][CH:21]=2)[CH2:9][CH2:8][N:7]([C@H:10]([C:12]2[CH:17]=[CH:16][C:15]([Br:18])=[CH:14][CH:13]=2)[CH3:11])[C:6](=[O:19])[CH2:5]1)[CH:2]=[CH2:3].CN(C=[O:30])C. The catalyst is Cl[Pd]Cl.Cl[Cu]. The product is [Br:18][C:15]1[CH:14]=[CH:13][C:12]([C@@H:10]([N:7]2[CH2:8][CH2:9][C@:4]([CH2:1][C:2](=[O:30])[CH3:3])([C:20]3[CH:25]=[CH:24][CH:23]=[CH:22][CH:21]=3)[CH2:5][C:6]2=[O:19])[CH3:11])=[CH:17][CH:16]=1. The yield is 0.296. (2) The reactants are Br[C:2]1[CH:3]=[C:4]2[C@:15]3([CH2:19][O:18][C:17]([NH2:20])=[N:16]3)[C:14]3[C:9](=[CH:10][CH:11]=[C:12]([C:21]4[CH:22]=[N:23][CH:24]=[CH:25][CH:26]=4)[CH:13]=3)[O:8][C:5]2=[N:6][CH:7]=1.C(NC(C)C)(C)C.[CH3:34][C:35]([CH3:39])([CH3:38])[C:36]#[CH:37].CN(C=O)C. The catalyst is O.[Cu](I)I.C1C=CC([P]([Pd]([P](C2C=CC=CC=2)(C2C=CC=CC=2)C2C=CC=CC=2)([P](C2C=CC=CC=2)(C2C=CC=CC=2)C2C=CC=CC=2)[P](C2C=CC=CC=2)(C2C=CC=CC=2)C2C=CC=CC=2)(C2C=CC=CC=2)C2C=CC=CC=2)=CC=1.C(OCC)(=O)C. The product is [CH3:34][C:35]([CH3:39])([CH3:38])[C:36]#[C:37][C:2]1[CH:3]=[C:4]2[C@:15]3([CH2:19][O:18][C:17]([NH2:20])=[N:16]3)[C:14]3[C:9](=[CH:10][CH:11]=[C:12]([C:21]4[CH:22]=[N:23][CH:24]=[CH:25][CH:26]=4)[CH:13]=3)[O:8][C:5]2=[N:6][CH:7]=1. The yield is 0.645. (3) The reactants are [Br:1][C:2]1[CH:3]=[C:4]2[C:9](=[CH:10][CH:11]=1)[C:8](=[O:12])[NH:7][C:6](=[O:13])[C:5]2=[CH:14]OC.Cl.Cl.[NH2:19][C:20]1[CH:25]=[C:24]([CH2:26][NH2:27])[CH:23]=[C:22]([OH:28])[C:21]=1[OH:29].CCN(CC)CC.O. The catalyst is CN(C)C=O. The product is [NH2:19][C:20]1[CH:25]=[C:24]([CH:23]=[C:22]([OH:28])[C:21]=1[OH:29])[CH2:26][NH:27]/[CH:14]=[C:5]1\[C:6](=[O:13])[NH:7][C:8](=[O:12])[C:9]2[C:4]\1=[CH:3][C:2]([Br:1])=[CH:11][CH:10]=2. The yield is 0.220. (4) The reactants are C([O:8][C:9]1[CH:10]=[CH:11][C:12]2[N:13]([N:17]=[CH:18][C:19]=2[C:20]([O:22][CH3:23])=[O:21])[C:14]=1[C:15]#[N:16])C1C=CC=CC=1. The catalyst is C1COCC1.CO.[Pd]. The product is [C:15]([C:14]1[N:13]2[N:17]=[CH:18][C:19]([C:20]([O:22][CH3:23])=[O:21])=[C:12]2[CH:11]=[CH:10][C:9]=1[OH:8])#[N:16]. The yield is 0.470.